This data is from Reaction yield outcomes from USPTO patents with 853,638 reactions. The task is: Predict the reaction yield, written as a fraction of the theoretical maximum amount of product (1.0 means a 100% yield; for example, 0.34 means a 34% yield). (1) The reactants are [NH2:1][C:2]1[CH:10]=[CH:9][C:8]([N+:11]([O-:13])=[O:12])=[CH:7][C:3]=1[C:4]([OH:6])=[O:5].C(N(CC)CC)C.[Cl:21][CH2:22][C:23](Cl)=O. The catalyst is C(Cl)Cl. The product is [Cl:21][CH2:22][C:23]1[O:5][C:4](=[O:6])[C:3]2[CH:7]=[C:8]([N+:11]([O-:13])=[O:12])[CH:9]=[CH:10][C:2]=2[N:1]=1. The yield is 1.00. (2) The reactants are C(NC(C)C)(C)C.[Cl:8][C:9]1[CH:16]=[C:15]([N:17]2[C:21](=[O:22])[CH2:20][C@H:19]([OH:23])[C@@H:18]2[CH3:24])[CH:14]=[CH:13][C:10]=1[C:11]#[N:12].[CH2:25](Br)[C:26]1[CH:31]=[CH:30][CH:29]=[CH:28][CH:27]=1.C(O)(=O)C. The catalyst is C1COCC1.O. The product is [CH2:25]([C@H:20]1[C@H:19]([OH:23])[C@H:18]([CH3:24])[N:17]([C:15]2[CH:14]=[CH:13][C:10]([C:11]#[N:12])=[C:9]([Cl:8])[CH:16]=2)[C:21]1=[O:22])[C:26]1[CH:31]=[CH:30][CH:29]=[CH:28][CH:27]=1. The yield is 0.300.